From a dataset of Antibody paratope prediction from SAbDab with 1,023 antibody chains. Token-level Classification. Given an antibody amino acid sequence, predict which amino acid positions are active in antigen binding. Output is a list of indices for active paratope positions. Given the antibody sequence: QVQLQQSGAELVRPGASVTLSCKASGYTFTDYEMHWVKQTPVHGLEWIGTIDPETAGTAYNQKFKGKAILTAGKSSSTAYMELRSLTSEDSAVYYCTGVTTWFAYWGQGTLVTVSA, which amino acid positions are active in antigen binding (paratope)? The paratope positions are: [52, 83, 84, 85].